Dataset: NCI-60 drug combinations with 297,098 pairs across 59 cell lines. Task: Regression. Given two drug SMILES strings and cell line genomic features, predict the synergy score measuring deviation from expected non-interaction effect. (1) Drug 1: CC=C1C(=O)NC(C(=O)OC2CC(=O)NC(C(=O)NC(CSSCCC=C2)C(=O)N1)C(C)C)C(C)C. Drug 2: CC12CCC3C(C1CCC2O)C(CC4=C3C=CC(=C4)O)CCCCCCCCCS(=O)CCCC(C(F)(F)F)(F)F. Cell line: SNB-75. Synergy scores: CSS=21.0, Synergy_ZIP=-4.17, Synergy_Bliss=1.87, Synergy_Loewe=-12.2, Synergy_HSA=2.06. (2) Drug 1: CC=C1C(=O)NC(C(=O)OC2CC(=O)NC(C(=O)NC(CSSCCC=C2)C(=O)N1)C(C)C)C(C)C. Drug 2: C1=NC2=C(N1)C(=S)N=CN2. Cell line: A498. Synergy scores: CSS=3.22, Synergy_ZIP=-3.00, Synergy_Bliss=-1.12, Synergy_Loewe=-5.03, Synergy_HSA=-5.02. (3) Drug 1: C1CCN(CC1)CCOC2=CC=C(C=C2)C(=O)C3=C(SC4=C3C=CC(=C4)O)C5=CC=C(C=C5)O. Drug 2: B(C(CC(C)C)NC(=O)C(CC1=CC=CC=C1)NC(=O)C2=NC=CN=C2)(O)O. Cell line: HOP-92. Synergy scores: CSS=-0.669, Synergy_ZIP=-2.51, Synergy_Bliss=-4.31, Synergy_Loewe=-3.07, Synergy_HSA=-4.04.